Dataset: Forward reaction prediction with 1.9M reactions from USPTO patents (1976-2016). Task: Predict the product of the given reaction. (1) Given the reactants C(Cl)Cl.[Br:4][CH2:5][C:6](Cl)=[O:7].[CH2:9]([OH:13])[CH2:10][CH2:11][OH:12], predict the reaction product. The product is: [Br:4][CH2:5][C:6]([O:12][CH2:11][CH2:10][CH2:9][O:13][C:6](=[O:7])[CH2:5][Br:4])=[O:7]. (2) The product is: [CH2:21]([O:28][C:29](=[O:37])[C:30]1[CH:35]=[CH:34][C:33]([O:17][CH2:16][CH2:15][CH2:14][O:13][C:10]2[CH:11]=[CH:12][C:7]([CH2:6][C@@H:5]([C:4]([O:3][CH2:1][CH3:2])=[O:20])[O:18][CH3:19])=[CH:8][CH:9]=2)=[CH:32][CH:31]=1)[C:22]1[CH:23]=[CH:24][CH:25]=[CH:26][CH:27]=1. Given the reactants [CH2:1]([O:3][C:4](=[O:20])[C@@H:5]([O:18][CH3:19])[CH2:6][C:7]1[CH:12]=[CH:11][C:10]([O:13][CH2:14][CH2:15][CH2:16][OH:17])=[CH:9][CH:8]=1)[CH3:2].[CH2:21]([O:28][C:29](=[O:37])[C:30]1[CH:35]=[CH:34][C:33](O)=[CH:32][CH:31]=1)[C:22]1[CH:27]=[CH:26][CH:25]=[CH:24][CH:23]=1, predict the reaction product. (3) Given the reactants Cl[C:2]1[CH:11]=[CH:10][N:9]=[C:8]2[C:3]=1[CH:4]=[CH:5][C:6]([CH2:12][CH2:13][CH3:14])=[N:7]2.[CH3:15][C:16]1[CH:21]=[CH:20][C:19]([C:22]2[CH:27]=[CH:26][CH:25]=[CH:24][CH:23]=2)=[C:18]([NH2:28])[CH:17]=1, predict the reaction product. The product is: [CH3:15][C:16]1[CH:21]=[CH:20][C:19]([C:22]2[CH:27]=[CH:26][CH:25]=[CH:24][CH:23]=2)=[C:18]([NH:28][C:2]2[C:3]3[C:8](=[N:7][C:6]([CH2:12][CH2:13][CH3:14])=[CH:5][CH:4]=3)[N:9]=[CH:10][CH:11]=2)[CH:17]=1. (4) Given the reactants [CH3:1][O:2][C:3](=[O:22])[C:4]1[CH:9]=[C:8]([OH:10])[CH:7]=[CH:6][C:5]=1[NH:11][S:12]([C:15]1[CH:20]=[CH:19][C:18]([CH3:21])=[CH:17][CH:16]=1)(=[O:14])=[O:13].F[C:24]1[CH:29]=[CH:28][C:27]([N+:30]([O-:32])=[O:31])=[C:26]([O:33][CH2:34][CH2:35][CH3:36])[CH:25]=1.C([O-])([O-])=O.[K+].[K+], predict the reaction product. The product is: [CH3:1][O:2][C:3](=[O:22])[C:4]1[CH:9]=[C:8]([O:10][C:24]2[CH:29]=[CH:28][C:27]([N+:30]([O-:32])=[O:31])=[C:26]([O:33][CH2:34][CH2:35][CH3:36])[CH:25]=2)[CH:7]=[CH:6][C:5]=1[NH:11][S:12]([C:15]1[CH:16]=[CH:17][C:18]([CH3:21])=[CH:19][CH:20]=1)(=[O:14])=[O:13].